This data is from Catalyst prediction with 721,799 reactions and 888 catalyst types from USPTO. The task is: Predict which catalyst facilitates the given reaction. (1) Reactant: [O:1]1[C:5]2([CH2:10][CH2:9][CH:8]([CH:11]=[O:12])[CH2:7][CH2:6]2)[O:4][CH2:3][CH2:2]1.[CH:13]([Mg]Br)([CH3:15])[CH3:14]. Product: [CH3:14][CH:13]([CH3:15])[CH:11]([CH:8]1[CH2:9][CH2:10][C:5]2([O:4][CH2:3][CH2:2][O:1]2)[CH2:6][CH2:7]1)[OH:12]. The catalyst class is: 1. (2) Reactant: [C:1]([O:5][C:6](=[O:26])[N:7]([CH2:18][C:19]1[CH:24]=[CH:23][CH:22]=[CH:21][C:20]=1[OH:25])[CH2:8][C:9]1[CH:14]=[CH:13][CH:12]=[C:11]([CH2:15][CH2:16][OH:17])[CH:10]=1)([CH3:4])([CH3:3])[CH3:2].[H-].[Na+].[CH3:29][O:30][CH2:31]Cl. Product: [C:1]([O:5][C:6](=[O:26])[N:7]([CH2:8][C:9]1[CH:14]=[CH:13][CH:12]=[C:11]([CH2:15][CH2:16][OH:17])[CH:10]=1)[CH2:18][C:19]1[CH:24]=[CH:23][CH:22]=[CH:21][C:20]=1[O:25][CH2:29][O:30][CH3:31])([CH3:4])([CH3:2])[CH3:3]. The catalyst class is: 9. (3) Reactant: [NH2:1][C:2]1[N:7]=[C:6]([C:8]2[O:9][CH:10]=[CH:11][CH:12]=2)[C:5]([C:13]#[N:14])=[C:4](S(C)(=O)=O)[N:3]=1.[CH:19]1([OH:25])[CH2:24][CH2:23][CH2:22][CH2:21][CH2:20]1.C1CCN2C(=NCCC2)CC1. Product: [NH2:1][C:2]1[N:3]=[C:4]([O:25][CH:19]2[CH2:24][CH2:23][CH2:22][CH2:21][CH2:20]2)[C:5]([C:13]#[N:14])=[C:6]([C:8]2[O:9][CH:10]=[CH:11][CH:12]=2)[N:7]=1. The catalyst class is: 57. (4) Reactant: [C:1]([O:5][C:6]([N:8]1[CH2:13][CH2:12][S:11][CH2:10][CH2:9]1)=[O:7])([CH3:4])([CH3:3])[CH3:2].C1C=C(Cl)C=C(C(OO)=O)C=1.[OH-:25].[Ca+2].[OH-:27]. Product: [C:1]([O:5][C:6]([N:8]1[CH2:9][CH2:10][S:11](=[O:27])(=[O:25])[CH2:12][CH2:13]1)=[O:7])([CH3:4])([CH3:2])[CH3:3]. The catalyst class is: 2. (5) Reactant: ClC(Cl)(Cl)C([N:5]1[CH2:10][CH2:9][CH:8]([C:11]2[CH:16]=[C:15]([S:17]([N:20]3[C:28]4[C:23](=[CH:24][CH:25]=[C:26]([F:29])[CH:27]=4)[C:22]([CH:30]([F:32])[F:31])=[CH:21]3)(=[O:19])=[O:18])[CH:14]=[CH:13][C:12]=2[O:33][CH3:34])[CH2:7][CH2:6]1)=O.[OH-].[K+]. Product: [F:32][CH:30]([F:31])[C:22]1[C:23]2[C:28](=[CH:27][C:26]([F:29])=[CH:25][CH:24]=2)[N:20]([S:17]([C:15]2[CH:14]=[CH:13][C:12]([O:33][CH3:34])=[C:11]([CH:8]3[CH2:9][CH2:10][NH:5][CH2:6][CH2:7]3)[CH:16]=2)(=[O:19])=[O:18])[CH:21]=1. The catalyst class is: 1. (6) Reactant: [F:1][C:2]1[CH:10]=[N:9][CH:8]=[CH:7][C:3]=1[C:4](O)=[O:5].S(Cl)([Cl:13])=O. Product: [F:1][C:2]1[CH:10]=[N:9][CH:8]=[CH:7][C:3]=1[C:4]([Cl:13])=[O:5]. The catalyst class is: 3.